Dataset: Experimentally validated miRNA-target interactions with 360,000+ pairs, plus equal number of negative samples. Task: Binary Classification. Given a miRNA mature sequence and a target amino acid sequence, predict their likelihood of interaction. (1) The miRNA is hsa-miR-4804-3p with sequence UGCUUAACCUUGCCCUCGAAA. The protein sequence of the target gene is MAAAATAGPGAGAGVPGAGGGGGAREGARVAVLCLLWYALSAGGNVVNKVILSAFPFPVTVSLCHILALCAGLPPLLRAWRVPPAPPVSGPGPGPHPASGPLLPPRFYPRYVLPLAFGKYFASVSAHVSIWKVPVSYAHTVKATMPIWVVLLSRIIMKEKQSTKVYLSLVPIISGVLLATVTELSFDVWGLVSALAATLCFSLQNIFSKKVLRDSRIHHLRLLNILGCHAVFFMIPTWVLVDLSTFLVSSDLAYVSQWPWTLLLLAVSGFCNFAQNVIAFSILNLISPLSYSVANATKRI.... Result: 0 (no interaction). (2) The miRNA is mmu-miR-344b-3p with sequence CAUUUAGCCAAAGCCUGACUGU. The protein sequence of the target gene is MATMLLLLATLAGLFTTTEGQSFHLGKCPSPPVQENFDVKKYLGRWYEIEKIPVSFEKGNCIQANYSLMENGNIKVLNKELRPDGTLNQVEGEAKQSNMSEPAKLEVQFFSLMPPAPYWILATDYESYALVYSCTTFFWFFHVDYVWILGRNPYLPPETITYLKYILTSNDIDIAKITTKDQANCPDFL. Result: 0 (no interaction). (3) The miRNA is hsa-miR-362-5p with sequence AAUCCUUGGAACCUAGGUGUGAGU. The protein sequence of the target gene is MLDGPLFSEGPDSPRELQDEESGSCLWVQKSKLLVIEVKTISCHYSRRAPSRQPMDFQASHWARGFQNRTCGPRPGSPQPPPRRPWASRVLQEATNWRAGPLAEVRAREQEKRKAASQEREAKETERKRRKAGGARRSPPGRPRPEPRNAPRVAQLAGLPAPLRPERLAPVGRAPRPSAQPQSDPGSAWAGPWGGRRPGPPSYEAHLLLRGSAGTAPRRRWDRPPPYVAPPSYEGPHRTLGTKRGPGNSQVPTSSAPAATPARTDGGRTKKRLDPRIYRDVLGAWGLRQGQGLLGGSPGC.... Result: 0 (no interaction). (4) The miRNA is hsa-miR-26b-5p with sequence UUCAAGUAAUUCAGGAUAGGU. The protein sequence of the target gene is MAAGLATWLPFARAAAVGWLPLAQQPLPPAPGVKASRGDEVLVVNVSGRRFETWKNTLDRYPDTLLGSSEKEFFYDADSGEYFFDRDPDMFRHVLNFYRTGRLHCPRQECIQAFDEELAFYGLVPELVGDCCLEEYRDRKKENAERLAEDEEAEQAGDGPALPAGSSLRQRLWRAFENPHTSTAALVFYYVTGFFIAVSVIANVVETIPCRGSARRSSREQPCGERFPQAFFCMDTACVLIFTGEYLLRLFAAPSRCRFLRSVMSLIDVVAILPYYIGLLVPKNDDVSGAFVTLRVFRVF.... Result: 1 (interaction). (5) The miRNA is hsa-miR-4734 with sequence GCUGCGGGCUGCGGUCAGGGCG. The protein sequence of the target gene is MGEHNLLNPGFVGPLVNIHTGDTFYFPNFRASGAQLPGLPSLSYPRRDNVCSLSWPSAEPCNGYPQPYLGSPVSLNPPFGRTCELARVEDGKGYYREPCAEGGGGGLKREERGRDPGAGPGAALLPLEPSGPPALGFKYDYAAGGGGGDGGGGAGPPHDPPSCQSLESDSSSSLLNEGNKGAGAGDPGSLVSPLNPGGGLSASGAPWYPINSRSRKKRKPYSKLQLAELEGEFLVNEFITRQRRRELSDRLNLSDQQVKIWFQNRRMKKKRLLLREQALSFF. Result: 0 (no interaction). (6) Result: 0 (no interaction). The protein sequence of the target gene is MRLLLLLLVAASAMVRSEASANLGGVPSKRLKMQYATGPLLKFQICVSUGYRRVFEEYMRVISQRYPDIRIEGENYLPQPIYRHIASFLSVFKLVLIGLIIVGKDPFAFFGMQAPSIWQWGQENKVYACMMVFFLSNMIENQCMSTGAFEITLNDVPVWSKLESGHLPSMQQLVQILDNEMKLNVHMDSIPHHRS. The miRNA is mmu-miR-467f with sequence AUAUACACACACACACCUACA. (7) The miRNA is mmu-miR-296-3p with sequence GAGGGUUGGGUGGAGGCUCUCC. The protein sequence of the target gene is MSTESMIRDVELAEEALPQKMGGFQNSRRCLCLSLFSFLLVAGATTLFCLLNFGVIGPQRDEKFPNGLPLISSMAQTLTLRSSSQNSSDKPVAHVVANHQVEEQLEWLSQRANALLANGMDLKDNQLVVPADGLYLVYSQVLFKGQGCPDYVLLTHTVSRFAISYQEKVNLLSAVKSPCPKDTPEGAELKPWYEPIYLGGVFQLEKGDQLSAEVNLPKYLDFAESGQVYFGVIAL. Result: 1 (interaction). (8) The miRNA is hsa-miR-548u with sequence CAAAGACUGCAAUUACUUUUGCG. The protein sequence of the target gene is MGLLRGGLPCARAMARLGAVRSHYCALLLAAALAVCAFYYLGSGRETFSSATKRLKEARAGAPAAPSPPALELARGSVAPAPGAKAKSLEGGGAGPVDYHLLMMFTKAEHNAALQAKARVALRSLLRLAKFEAHEVLNLHFVSEEASREVAKGLLRELLPPAAGFKCKVIFHDVAVLTDKLFPIVEAMQKHFSAGLGTYYSDSIFFLSVAMHQIMPKEILQIIQLDLDLKFKTNIRELFEEFDSFLPGAIIGIAREMQPVYRHTFWQFRHENPQTRVGGPPPEGLPGFNSGVMLLNLEAM.... Result: 1 (interaction). (9) The protein sequence of the target gene is MRTYHYIPLFIWTYMFHTVDTILLQEKPNSYLSSKKIAGLTKDDGKMLRRTKRGWMWNQFFLLEEYTGTDTQYVGKLHTDQDKGDGNLKYILTGDGAGSLFVIDENTGDIHAAKKLDREEKSLYILRAKAIDRKTGRQVEPESEFIIKIHDINDNEPKFTKDLYTASVPEMSGVGTSVIQVTATDADDANYGNSAKVVYSILQGQPYFSVDPESGIIKTALPDMSRENREQYQVVIQAKDMGGQMGGLSGTTTVNITLTDVNNNPPRFPQSTYQFNSPESVPLGTHLGRIKANDPDVGEN.... The miRNA is cel-miR-37-3p with sequence UCACCGGGUGAACACUUGCAGU. Result: 0 (no interaction). (10) The miRNA is hsa-miR-335-5p with sequence UCAAGAGCAAUAACGAAAAAUGU. The protein sequence of the target gene is MARAQALVLALTFQLCAPETETPAAGCTFEEASDPAVPCEYSQAQYDDFQWEQVRIHPGTRAPADLPHGSYLMVNTSQHAPGQRAHVIFQSLSENDTHCVQFSYFLYSRDGHSPGTLGVYVRVNGGPLGSAVWNMTGSHGRQWHQAELAVSTFWPNEYQVLFEALISPDRRGYMGLDDILLLSYPCAKAPHFSRLGDVEVNAGQNASFQCMAAGRAAEAERFLLQRQSGALVPAAGVRHISHRRFLATFPLAAVSRAEQDLYRCVSQAPRGAGVSNFAELIVKEPPTPIAPPQLLRAGPT.... Result: 1 (interaction).